From a dataset of Full USPTO retrosynthesis dataset with 1.9M reactions from patents (1976-2016). Predict the reactants needed to synthesize the given product. (1) Given the product [Br:1][C:2]1[N:3]=[C:4]([N:15]2[CH:10]([CH3:9])[CH2:11][CH2:12][CH:13]([NH:16][C:17](=[O:23])[O:18][C:19]([CH3:22])([CH3:21])[CH3:20])[CH2:14]2)[CH:5]=[CH:6][CH:7]=1, predict the reactants needed to synthesize it. The reactants are: [Br:1][C:2]1[CH:7]=[CH:6][CH:5]=[C:4](F)[N:3]=1.[CH3:9][CH:10]1[NH:15][CH2:14][CH:13]([NH:16][C:17](=[O:23])[O:18][C:19]([CH3:22])([CH3:21])[CH3:20])[CH2:12][CH2:11]1. (2) Given the product [C:17]([C:21]1[CH:22]=[CH:23][C:24]([NH:25][C:14]([C:11]2[CH2:10][CH2:9][N:8]([C:3]3[C:2]([Cl:1])=[CH:7][CH:6]=[CH:5][N:4]=3)[CH2:13][CH:12]=2)=[O:16])=[CH:26][CH:27]=1)([CH3:20])([CH3:18])[CH3:19], predict the reactants needed to synthesize it. The reactants are: [Cl:1][C:2]1[C:3]([N:8]2[CH2:13][CH:12]=[C:11]([C:14]([OH:16])=O)[CH2:10][CH2:9]2)=[N:4][CH:5]=[CH:6][CH:7]=1.[C:17]([C:21]1[CH:27]=[CH:26][C:24]([NH2:25])=[CH:23][CH:22]=1)([CH3:20])([CH3:19])[CH3:18].CCN=C=NCCCN(C)C.O. (3) Given the product [CH2:21]([O:20][C:18]([N:17]1[C@@H:12]([CH3:11])[CH:13]=[C:14]([C:24]2[N:25]=[C:26]([S:29][C:39]3[C@H:45]([CH3:46])[C@H:44]4[N:41]([C:42](=[O:54])[C@@H:43]4[C@H:47]([O:49][Si:50]([CH3:51])([CH3:52])[CH3:53])[CH3:48])[C:40]=3[C:55]([O:57][CH2:58][CH:59]=[CH2:60])=[O:56])[S:27][CH:28]=2)[CH2:15][CH2:16]1)=[O:19])[CH:22]=[CH2:23], predict the reactants needed to synthesize it. The reactants are: C[Si](C)(C)[N-][Si](C)(C)C.[Li+].[CH3:11][C@@H:12]1[N:17]([C:18]([O:20][CH2:21][CH:22]=[CH2:23])=[O:19])[CH2:16][CH2:15][C:14]([C:24]2[N:25]=[C:26]([SH:29])[S:27][CH:28]=2)=[CH:13]1.O(P(OC1C=CC=CC=1)O[C:39]1[C@H:45]([CH3:46])[C@H:44]2[N:41]([C:42](=[O:54])[C@@H:43]2[C@H:47]([O:49][Si:50]([CH3:53])([CH3:52])[CH3:51])[CH3:48])[C:40]=1[C:55]([O:57][CH2:58][CH:59]=[CH2:60])=[O:56])C1C=CC=CC=1.C(#N)C.